Dataset: Catalyst prediction with 721,799 reactions and 888 catalyst types from USPTO. Task: Predict which catalyst facilitates the given reaction. (1) Reactant: C(O[CH:4](OCC)[CH2:5][O:6][C:7]1[CH:12]=[CH:11][C:10]([CH3:13])=[CH:9][CH:8]=1)C. Product: [CH3:13][C:10]1[CH:9]=[CH:8][C:7]2[O:6][CH:5]=[CH:4][C:12]=2[CH:11]=1. The catalyst class is: 48. (2) Reactant: [N:1]1([C:7]2[CH2:8][CH2:9][C:10]3[N:11]([C:13]([C:16]([F:19])([F:18])[F:17])=[N:14][N:15]=3)[N:12]=2)[CH2:6][CH2:5][NH:4][CH2:3][CH2:2]1.[F:20][C:21]1[CH:28]=[CH:27][C:24]([CH:25]=O)=[CH:23][CH:22]=1. Product: [F:20][C:21]1[CH:28]=[CH:27][C:24]([CH2:25][N:4]2[CH2:3][CH2:2][N:1]([C:7]3[CH2:8][CH2:9][C:10]4[N:11]([C:13]([C:16]([F:17])([F:18])[F:19])=[N:14][N:15]=4)[N:12]=3)[CH2:6][CH2:5]2)=[CH:23][CH:22]=1. The catalyst class is: 699.